Dataset: Peptide-MHC class I binding affinity with 185,985 pairs from IEDB/IMGT. Task: Regression. Given a peptide amino acid sequence and an MHC pseudo amino acid sequence, predict their binding affinity value. This is MHC class I binding data. The peptide sequence is LPQYFTFDL. The MHC is HLA-A02:19 with pseudo-sequence HLA-A02:19. The binding affinity (normalized) is 0.0847.